Dataset: Reaction yield outcomes from USPTO patents with 853,638 reactions. Task: Predict the reaction yield, written as a fraction of the theoretical maximum amount of product (1.0 means a 100% yield; for example, 0.34 means a 34% yield). (1) The reactants are COC[O:4][C:5]1[CH:10]=[C:9]([O:11]COC)[CH:8]=[CH:7][C:6]=1[CH:15]1[CH2:20][CH2:19][CH2:18][CH:17]([CH2:21][OH:22])[CH2:16]1. The catalyst is CO. The product is [OH:22][CH2:21][CH:17]1[CH2:18][CH2:19][CH2:20][CH:15]([C:6]2[CH:7]=[CH:8][C:9]([OH:11])=[CH:10][C:5]=2[OH:4])[CH2:16]1. The yield is 0.0800. (2) The reactants are [CH3:1][S:2](Cl)(=[O:4])=[O:3].[I:6][C:7]1[CH:8]=[C:9]([CH2:13][CH2:14][OH:15])[CH:10]=[CH:11][CH:12]=1.C(N(C(C)C)CC)(C)C. The catalyst is ClCCl.[Cl-].[NH4+]. The product is [CH3:1][S:2]([O:15][CH2:14][CH2:13][C:9]1[CH:10]=[CH:11][CH:12]=[C:7]([I:6])[CH:8]=1)(=[O:4])=[O:3]. The yield is 0.450.